From a dataset of Peptide-MHC class II binding affinity with 134,281 pairs from IEDB. Regression. Given a peptide amino acid sequence and an MHC pseudo amino acid sequence, predict their binding affinity value. This is MHC class II binding data. The peptide sequence is LDYKECEWPLTHTIG. The MHC is DRB3_0101 with pseudo-sequence DRB3_0101. The binding affinity (normalized) is 0.253.